Dataset: Reaction yield outcomes from USPTO patents with 853,638 reactions. Task: Predict the reaction yield, written as a fraction of the theoretical maximum amount of product (1.0 means a 100% yield; for example, 0.34 means a 34% yield). (1) The reactants are Cl[C:2]1[CH:7]=[CH:6][C:5]([N+:8]([O-:10])=[O:9])=[CH:4][N:3]=1.[C:11]([C:19]1[CH:24]=[CH:23][C:22]([OH:25])=[CH:21][CH:20]=1)([CH2:14][C:15]([CH3:18])([CH3:17])[CH3:16])([CH3:13])[CH3:12].C([O-])([O-])=O.[K+].[K+]. The catalyst is CS(C)=O. The product is [N+:8]([C:5]1[CH:6]=[CH:7][C:2]([O:25][C:22]2[CH:23]=[CH:24][C:19]([C:11]([CH3:13])([CH2:14][C:15]([CH3:18])([CH3:17])[CH3:16])[CH3:12])=[CH:20][CH:21]=2)=[N:3][CH:4]=1)([O-:10])=[O:9]. The yield is 0.950. (2) The product is [CH:18]1([C:16]([NH:15][C:13]2[N:14]=[C:9]3[CH:8]=[CH:7][C:6]([O:5][C:4]4[CH:3]=[C:2]([NH:1][C:30]([C:28]5[N:29]=[C:25]([CH3:24])[O:26][C:27]=5[CH3:33])=[O:31])[CH:23]=[CH:22][CH:21]=4)=[N:11][N:10]3[CH:12]=2)=[O:17])[CH2:20][CH2:19]1. The reactants are [NH2:1][C:2]1[CH:3]=[C:4]([CH:21]=[CH:22][CH:23]=1)[O:5][C:6]1[CH:7]=[CH:8][C:9]2[N:10]([CH:12]=[C:13]([NH:15][C:16]([CH:18]3[CH2:20][CH2:19]3)=[O:17])[N:14]=2)[N:11]=1.[CH3:24][C:25]1[O:26][C:27]([CH3:33])=[C:28]([C:30](Cl)=[O:31])[N:29]=1.C(OCC)(=O)C.O1CCCC1.C(=O)([O-])O.[Na+]. The yield is 0.760. The catalyst is CN(C)C(=O)C. (3) The reactants are [F:1][C:2]1[C:7]2[N:8]=[N:9][N:10]([CH2:13][C:14]([OH:16])=O)[C:11](=[O:12])[C:6]=2[CH:5]=[CH:4][CH:3]=1.[C:17]1([CH3:26])[CH:22]=[CH:21][C:20]([C@@H:23]([NH2:25])[CH3:24])=[CH:19][CH:18]=1. No catalyst specified. The product is [F:1][C:2]1[C:7]2[N:8]=[N:9][N:10]([CH2:13][C:14]([NH:25][C@H:23]([C:20]3[CH:21]=[CH:22][C:17]([CH3:26])=[CH:18][CH:19]=3)[CH3:24])=[O:16])[C:11](=[O:12])[C:6]=2[CH:5]=[CH:4][CH:3]=1. The yield is 0.430. (4) The reactants are [Cl:1][C:2]1[CH:7]=[CH:6][C:5]([CH:8]([C:15]2[CH:20]=[CH:19][CH:18]=[CH:17][CH:16]=2)[N:9]2[CH2:14][CH2:13][NH:12][CH2:11][CH2:10]2)=[CH:4][CH:3]=1.[C:21]1([CH:27]([C:32]2[CH:37]=[CH:36][CH:35]=[CH:34][CH:33]=2)[CH2:28][C:29](O)=[O:30])[CH:26]=[CH:25][CH:24]=[CH:23][CH:22]=1.C(Cl)CCl. The catalyst is C(Cl)Cl.CN(C1C=CN=CC=1)C. The product is [Cl:1][C:2]1[CH:3]=[CH:4][C:5]([CH:8]([C:15]2[CH:16]=[CH:17][CH:18]=[CH:19][CH:20]=2)[N:9]2[CH2:10][CH2:11][N:12]([C:29](=[O:30])[CH2:28][CH:27]([C:21]3[CH:26]=[CH:25][CH:24]=[CH:23][CH:22]=3)[C:32]3[CH:37]=[CH:36][CH:35]=[CH:34][CH:33]=3)[CH2:13][CH2:14]2)=[CH:6][CH:7]=1. The yield is 0.780. (5) The catalyst is C(Cl)Cl. The reactants are [F:1][CH:2]([F:39])[C:3]1[N:7]([C:8]2[N:13]=[C:12]([N:14]3[CH2:19][CH2:18][O:17][CH2:16][CH2:15]3)[N:11]=[C:10]([N:20]3[CH2:25][CH2:24][N:23](C(OC(C)(C)C)=O)[CH2:22][CH2:21]3)[N:9]=2)[C:6]2[CH:33]=[CH:34][CH:35]=[C:36]([O:37][CH3:38])[C:5]=2[N:4]=1.C(O)(C(F)(F)F)=O.N. The yield is 1.00. The product is [F:39][CH:2]([F:1])[C:3]1[N:7]([C:8]2[N:13]=[C:12]([N:14]3[CH2:15][CH2:16][O:17][CH2:18][CH2:19]3)[N:11]=[C:10]([N:20]3[CH2:25][CH2:24][NH:23][CH2:22][CH2:21]3)[N:9]=2)[C:6]2[CH:33]=[CH:34][CH:35]=[C:36]([O:37][CH3:38])[C:5]=2[N:4]=1. (6) The yield is 0.800. The product is [Cl:28][C:4]1[CH:3]=[C:2]([C:37]2[CH:36]=[CH:35][CH:34]=[C:33]([S:30]([CH3:29])(=[O:32])=[O:31])[CH:38]=2)[CH:7]=[CH:6][C:5]=1[N:8]1[CH:12]=[C:11]([C:13]([NH:15][C:16]([CH3:20])([CH3:19])[CH2:17][OH:18])=[O:14])[N:10]=[C:9]1[C:21]1[CH:26]=[CH:25][CH:24]=[CH:23][C:22]=1[Cl:27]. The catalyst is CCOC(C)=O.O. The reactants are Br[C:2]1[CH:7]=[CH:6][C:5]([N:8]2[CH:12]=[C:11]([C:13]([NH:15][C:16]([CH3:20])([CH3:19])[CH2:17][OH:18])=[O:14])[N:10]=[C:9]2[C:21]2[CH:26]=[CH:25][CH:24]=[CH:23][C:22]=2[Cl:27])=[C:4]([Cl:28])[CH:3]=1.[CH3:29][S:30]([C:33]1[CH:34]=[C:35](B(O)O)[CH:36]=[CH:37][CH:38]=1)(=[O:32])=[O:31].C([O-])([O-])=O.[K+].[K+].COCCOC. (7) The reactants are [CH2:1]([O:3][C:4]([C:6]1[C:10]([CH3:11])=[C:9]([CH3:12])[S:8][C:7]=1[NH2:13])=[O:5])[CH3:2].[C:14]1(=[O:20])[O:19][C:17](=[O:18])[CH:16]=[CH:15]1. The catalyst is CCOCC. The product is [CH2:1]([O:3][C:4]([C:6]1[C:10]([CH3:11])=[C:9]([CH3:12])[S:8][C:7]=1[NH:13][C:14](=[O:20])[CH:15]=[CH:16][C:17]([OH:19])=[O:18])=[O:5])[CH3:2]. The yield is 0.720.